Dataset: Catalyst prediction with 721,799 reactions and 888 catalyst types from USPTO. Task: Predict which catalyst facilitates the given reaction. (1) The catalyst class is: 6. Product: [Br:1][C:2]1[CH:3]=[N:4][C:5]([N:13]2[CH:17]=[CH:16][N:15]=[CH:14]2)=[C:6]([CH:11]=1)[C:7]([O:9][CH3:10])=[O:8]. Reactant: [Br:1][C:2]1[CH:3]=[N:4][C:5](Cl)=[C:6]([CH:11]=1)[C:7]([O:9][CH3:10])=[O:8].[NH:13]1[CH:17]=[CH:16][N:15]=[CH:14]1.CN1C(=O)CCC1. (2) Reactant: O[CH2:2][CH2:3][C:4]1[N:5]=[C:6]([C:27]2[CH:32]=[CH:31][C:30]([O:33][CH3:34])=[CH:29][CH:28]=2)[S:7][C:8]=1[C:9]([NH:11][C:12]1[CH:17]=[CH:16][C:15]([O:18][C:19](=[O:24])[C:20]([CH3:23])([CH3:22])[CH3:21])=[C:14]([O:25][CH3:26])[CH:13]=1)=[O:10].CCN(CC)CC.CS(Cl)(=O)=O.[H-].[Na+].Cl. Product: [CH3:26][O:25][C:14]1[CH:13]=[C:12]([N:11]2[CH2:2][CH2:3][C:4]3[N:5]=[C:6]([C:27]4[CH:32]=[CH:31][C:30]([O:33][CH3:34])=[CH:29][CH:28]=4)[S:7][C:8]=3[C:9]2=[O:10])[CH:17]=[CH:16][C:15]=1[O:18][C:19](=[O:24])[C:20]([CH3:22])([CH3:21])[CH3:23]. The catalyst class is: 2. (3) Reactant: [N+:1]([C:4]1[CH:16]=[CH:15][C:7]2[S:8][C:9]3[CH:14]=[CH:13][CH:12]=[CH:11][C:10]=3[C:6]=2[CH:5]=1)([O-:3])=[O:2].[CH3:17][Mg]Cl.ClC1C(=O)C(C#N)=C(C#N)C(=O)C=1Cl. Product: [CH3:17][C:5]1[C:6]2[C:10]3[CH:11]=[CH:12][CH:13]=[CH:14][C:9]=3[S:8][C:7]=2[CH:15]=[CH:16][C:4]=1[N+:1]([O-:3])=[O:2]. The catalyst class is: 20.